This data is from Forward reaction prediction with 1.9M reactions from USPTO patents (1976-2016). The task is: Predict the product of the given reaction. Given the reactants [N:1]1[CH:6]=[CH:5][CH:4]=[C:3]([C:7]2[CH:12]=[CH:11][C:10]([NH2:13])=[CH:9][CH:8]=2)[CH:2]=1.[N:14]([O-])=O.[Na+].O.O.[Sn](Cl)Cl.[OH-].[K+], predict the reaction product. The product is: [N:1]1[CH:6]=[CH:5][CH:4]=[C:3]([C:7]2[CH:12]=[CH:11][C:10]([NH:13][NH2:14])=[CH:9][CH:8]=2)[CH:2]=1.